This data is from Peptide-MHC class II binding affinity with 134,281 pairs from IEDB. The task is: Regression. Given a peptide amino acid sequence and an MHC pseudo amino acid sequence, predict their binding affinity value. This is MHC class II binding data. (1) The peptide sequence is QFKSKCRIEPVCLLLHGSPG. The MHC is DRB1_0401 with pseudo-sequence DRB1_0401. The binding affinity (normalized) is 0.324. (2) The peptide sequence is EAIIRILQQLLFIHF. The MHC is DRB1_1602 with pseudo-sequence DRB1_1602. The binding affinity (normalized) is 0.293. (3) The peptide sequence is PEQPFPEQPEQ. The MHC is DRB1_0401 with pseudo-sequence DRB1_0401. The binding affinity (normalized) is 0. (4) The peptide sequence is QPEWFRNVLSIAPIMF. The MHC is DRB1_0701 with pseudo-sequence DRB1_0701. The binding affinity (normalized) is 0.770. (5) The peptide sequence is RKGVLFNIQYVNYWF. The MHC is DRB3_0101 with pseudo-sequence DRB3_0101. The binding affinity (normalized) is 0.485. (6) The peptide sequence is AFKVAATAINAAPAN. The MHC is DRB1_0401 with pseudo-sequence DRB1_0401. The binding affinity (normalized) is 0.435. (7) The peptide sequence is PEAKYDAYVATLTEA. The MHC is HLA-DQA10102-DQB10602 with pseudo-sequence HLA-DQA10102-DQB10602. The binding affinity (normalized) is 0.424. (8) The peptide sequence is SSKAATAKAPGLVPK. The MHC is HLA-DPA10103-DPB10201 with pseudo-sequence YAFFMFSGGAILNTLFGQFEYFDIEEVRMHLGMT. The binding affinity (normalized) is 0.172. (9) The binding affinity (normalized) is 0. The MHC is DRB1_1101 with pseudo-sequence DRB1_1101. The peptide sequence is ITDDNEEPIA.